Dataset: Full USPTO retrosynthesis dataset with 1.9M reactions from patents (1976-2016). Task: Predict the reactants needed to synthesize the given product. (1) The reactants are: C(OC([N:11]1[CH2:16][CH2:15][N:14]([C:17]2[CH:22]=[CH:21][CH:20]=[C:19]([C:23]3[CH:24]=[N:25][N:26]4[C:31]([NH2:32])=[C:30]([C:33]5[CH:38]=[CH:37][C:36]([NH:39][C:40]([O:42][CH2:43][CH2:44][CH2:45][CH3:46])=[O:41])=[CH:35][CH:34]=5)[CH:29]=[N:28][C:27]=34)[CH:18]=2)[CH2:13][CH2:12]1)=O)C1C=CC=CC=1. Given the product [CH2:43]([O:42][C:40](=[O:41])[NH:39][C:36]1[CH:37]=[CH:38][C:33]([C:30]2[CH:29]=[N:28][C:27]3[N:26]([N:25]=[CH:24][C:23]=3[C:19]3[CH:20]=[CH:21][CH:22]=[C:17]([N:14]4[CH2:15][CH2:16][NH:11][CH2:12][CH2:13]4)[CH:18]=3)[C:31]=2[NH2:32])=[CH:34][CH:35]=1)[CH2:44][CH2:45][CH3:46], predict the reactants needed to synthesize it. (2) Given the product [CH3:11][NH:12][CH2:4][C:3]1[CH:6]=[CH:7][C:8]([F:10])=[CH:9][C:2]=1[Cl:1], predict the reactants needed to synthesize it. The reactants are: [Cl:1][C:2]1[CH:9]=[C:8]([F:10])[CH:7]=[CH:6][C:3]=1[CH:4]=O.[CH3:11][NH2:12].[BH4-].[Na+]. (3) The reactants are: [Cl:1][C:2]1[C:7]([F:8])=[CH:6][C:5]([C:9]2[N:10]=[C:11]([N:20]3[CH2:25][CH2:24][C:23](=[CH:26][C:27]([O:29]CC)=[O:28])[CH2:22][CH2:21]3)[C:12]3[CH2:17][S:16](=[O:19])(=[O:18])[CH2:15][C:13]=3[N:14]=2)=[C:4]([F:32])[CH:3]=1.Cl. Given the product [ClH:1].[Cl:1][C:2]1[C:7]([F:8])=[CH:6][C:5]([C:9]2[N:10]=[C:11]([N:20]3[CH2:25][CH2:24][C:23](=[CH:26][C:27]([OH:29])=[O:28])[CH2:22][CH2:21]3)[C:12]3[CH2:17][S:16](=[O:18])(=[O:19])[CH2:15][C:13]=3[N:14]=2)=[C:4]([F:32])[CH:3]=1, predict the reactants needed to synthesize it. (4) Given the product [Cl:18][C:13]1[N:12]=[C:11]([CH3:10])[N:16]=[C:15]([N:7]2[CH2:8][CH2:9][N:4]([CH2:3][CH2:2][OH:1])[CH2:5][CH2:6]2)[CH:14]=1, predict the reactants needed to synthesize it. The reactants are: [OH:1][CH2:2][CH2:3][N:4]1[CH2:9][CH2:8][NH:7][CH2:6][CH2:5]1.[CH3:10][C:11]1[N:16]=[C:15](Cl)[CH:14]=[C:13]([Cl:18])[N:12]=1.C(Cl)Cl. (5) Given the product [Cl:1][CH2:2][CH2:3][C:4]([OH:5])([C:6]1[CH:11]=[CH:10][CH:9]=[CH:8][CH:7]=1)[CH2:15][C:16]([O:18][CH2:19][CH3:20])=[O:17], predict the reactants needed to synthesize it. The reactants are: [Cl:1][CH2:2][CH2:3][C:4]([C:6]1[CH:11]=[CH:10][CH:9]=[CH:8][CH:7]=1)=[O:5].II.Br[CH2:15][C:16]([O:18][CH2:19][CH3:20])=[O:17]. (6) Given the product [CH:1]1([C:5]([F:17])([F:18])[C:6]2[CH:16]=[CH:15][C:9]([C:10]([OH:12])=[O:11])=[CH:8][CH:7]=2)[CH2:4][CH2:3][CH2:2]1, predict the reactants needed to synthesize it. The reactants are: [CH:1]1([C:5]([F:18])([F:17])[C:6]2[CH:16]=[CH:15][C:9]([C:10]([O:12]CC)=[O:11])=[CH:8][CH:7]=2)[CH2:4][CH2:3][CH2:2]1.[OH-].[Na+]. (7) The reactants are: [F:1][C:2]([F:24])([F:23])[C:3]1[CH:4]=[C:5]([C:13]2[N:17]=[CH:16][N:15](/[CH:18]=[CH:19]\[C:20]([OH:22])=O)[N:14]=2)[CH:6]=[C:7]([C:9]([F:12])([F:11])[F:10])[CH:8]=1.[CH2:25]([N:27]1[CH2:32][CH2:31][N:30]([NH2:33])[CH2:29][CH2:28]1)[CH3:26].C(P1(=O)OP(CCC)(=O)OP(CCC)(=O)O1)CC.CCN(C(C)C)C(C)C. Given the product [F:11][C:9]([F:12])([F:10])[C:7]1[CH:6]=[C:5]([C:13]2[N:17]=[CH:16][N:15](/[CH:18]=[CH:19]\[C:20]([NH:33][N:30]3[CH2:31][CH2:32][N:27]([CH2:25][CH3:26])[CH2:28][CH2:29]3)=[O:22])[N:14]=2)[CH:4]=[C:3]([C:2]([F:24])([F:23])[F:1])[CH:8]=1, predict the reactants needed to synthesize it. (8) Given the product [Br:1][C:2]1[C:3]([CH:12]=[O:13])=[CH:4][C:5]([C:8]([F:9])([F:10])[F:11])=[N:6][CH:7]=1, predict the reactants needed to synthesize it. The reactants are: [Br:1][C:2]1[C:3]([C:12](N(OC)C)=[O:13])=[CH:4][C:5]([C:8]([F:11])([F:10])[F:9])=[N:6][CH:7]=1.CC(C[AlH]CC(C)C)C.C1(C)C=CC=CC=1. (9) Given the product [O:38]1[CH:42]=[CH:41][C:40]([C:2]2[C:10]3[C:5](=[N:6][CH:7]=[C:8]([C:11]4[CH:12]=[C:13]([OH:17])[CH:14]=[CH:15][CH:16]=4)[CH:9]=3)[NH:4][CH:3]=2)=[CH:39]1, predict the reactants needed to synthesize it. The reactants are: I[C:2]1[C:10]2[C:5](=[N:6][CH:7]=[C:8]([C:11]3[CH:12]=[C:13]([O:17]S(C4C=CC(C)=CC=4)(=O)=O)[CH:14]=[CH:15][CH:16]=3)[CH:9]=2)[N:4](S(C2C=CC(C)=CC=2)(=O)=O)[CH:3]=1.[O:38]1[CH:42]=[CH:41][C:40](B(O)O)=[CH:39]1.C(#N)C.C(=O)([O-])[O-].[Na+].[Na+]. (10) Given the product [ClH:29].[NH2:1][C:2]1[N:7]=[C:6]([NH2:8])[C:5]([O:9][CH2:10][CH2:11][CH2:12][O:13][C:14]2[CH:19]=[CH:18][CH:17]=[CH:16][C:15]=2[O:20][CH2:21][CH2:22][CH2:23][C:24]([OH:26])=[O:25])=[C:4]([CH2:27][CH3:28])[N:3]=1, predict the reactants needed to synthesize it. The reactants are: [NH2:1][C:2]1[N:7]=[C:6]([NH2:8])[C:5]([O:9][CH2:10][CH2:11][CH2:12][O:13][C:14]2[CH:19]=[CH:18][CH:17]=[CH:16][C:15]=2[O:20][CH2:21][CH2:22][CH2:23][C:24]([OH:26])=[O:25])=[C:4]([CH2:27][CH3:28])[N:3]=1.[ClH:29].